Dataset: Full USPTO retrosynthesis dataset with 1.9M reactions from patents (1976-2016). Task: Predict the reactants needed to synthesize the given product. (1) Given the product [O:1]1[CH2:5][CH2:4][O:3][CH:2]1[CH2:6][NH:7][CH2:10][C:11]1[N:12]=[C:13]2[CH:18]=[C:17]([C:19]#[N:20])[CH:16]=[CH:15][N:14]2[CH:21]=1, predict the reactants needed to synthesize it. The reactants are: [O:1]1[CH2:5][CH2:4][O:3][CH:2]1[CH2:6][NH2:7].Cl.Cl[CH2:10][C:11]1[N:12]=[C:13]2[CH:18]=[C:17]([C:19]#[N:20])[CH:16]=[CH:15][N:14]2[CH:21]=1. (2) The reactants are: [F:1][C:2]1[CH:3]=[CH:4][C:5]([CH3:33])=[C:6]([CH:32]=1)[O:7][CH2:8][C:9]1[C:10]([C:23]2[CH:28]=[CH:27][C:26]([OH:29])=[CH:25][C:24]=2[O:30][CH3:31])=[CH:11][CH:12]=[C:13]2[C:18]=1[N:17]([CH3:19])[C:16](=[O:20])[C:15]([CH3:22])([CH3:21])[NH:14]2.[CH3:34][N:35]([C:39]1[CH:44]=[CH:43][CH:42]=[CH:41][CH:40]=1)[C:36](Cl)=[O:37]. Given the product [F:1][C:2]1[CH:3]=[CH:4][C:5]([CH3:33])=[C:6]([CH:32]=1)[O:7][CH2:8][C:9]1[C:10]([C:23]2[CH:28]=[CH:27][C:26]([O:29][C:36]([N:35]([CH3:34])[C:39]3[CH:44]=[CH:43][CH:42]=[CH:41][CH:40]=3)=[O:37])=[CH:25][C:24]=2[O:30][CH3:31])=[CH:11][CH:12]=[C:13]2[C:18]=1[N:17]([CH3:19])[C:16](=[O:20])[C:15]([CH3:22])([CH3:21])[NH:14]2, predict the reactants needed to synthesize it. (3) Given the product [CH3:15][C@@H:16]1[CH2:20][CH2:21][CH2:22][N:17]1[CH2:18][CH2:24][C:28]1[CH:2]=[C:1]2[C:7](=[CH:26][CH:27]=1)[N:29]=[C:12]([C:10]1[O:9][N:8]=[C:7]([C:1]3[CH:6]=[CH:5][CH:4]=[CH:3][CH:2]=3)[CH:11]=1)[CH:13]=[CH:6]2, predict the reactants needed to synthesize it. The reactants are: [C:1]1([C:7]2[CH:11]=[C:10]([C:12](=O)[CH3:13])[O:9][N:8]=2)[CH:6]=[CH:5][CH:4]=[CH:3][CH:2]=1.[CH3:15][C:16]1[N:17]=[C:18]([C:24]2S[CH:26]=[CH:27][CH:28]=2)S[C:20]=1[C:21](=O)[CH3:22].[NH3:29]. (4) Given the product [Cl:12][C:5]1[C:6]([C:8]([F:10])([F:11])[F:9])=[CH:7][C:2]2[N:1]=[C:29]([C:24]3[CH:25]=[CH:26][CH:27]=[CH:28][N:23]=3)[N:13]([C:14]3[CH:19]=[CH:18][C:17]([CH2:20][CH2:21][OH:22])=[CH:16][CH:15]=3)[C:3]=2[CH:4]=1, predict the reactants needed to synthesize it. The reactants are: [NH2:1][C:2]1[CH:7]=[C:6]([C:8]([F:11])([F:10])[F:9])[C:5]([Cl:12])=[CH:4][C:3]=1[NH:13][C:14]1[CH:19]=[CH:18][C:17]([CH2:20][CH2:21][OH:22])=[CH:16][CH:15]=1.[N:23]1[CH:28]=[CH:27][CH:26]=[CH:25][C:24]=1[CH:29]=O.CCO. (5) Given the product [Cl:21][C:22]1[CH:29]=[CH:28][C:25]([CH2:26][NH:1][C:2]2[CH:7]=[CH:6][C:5]([C:8]3[C:9]([NH2:20])=[N:10][C:11]([NH2:19])=[N:12][C:13]=3[CH:14]3[CH2:18][CH2:17][CH2:16][O:15]3)=[CH:4][CH:3]=2)=[CH:24][CH:23]=1, predict the reactants needed to synthesize it. The reactants are: [NH2:1][C:2]1[CH:7]=[CH:6][C:5]([C:8]2[C:9]([NH2:20])=[N:10][C:11]([NH2:19])=[N:12][C:13]=2[CH:14]2[CH2:18][CH2:17][CH2:16][O:15]2)=[CH:4][CH:3]=1.[Cl:21][C:22]1[CH:29]=[CH:28][C:25]([CH:26]=O)=[CH:24][CH:23]=1.C(O)(=O)C.[BH3-]C#N.[Na+]. (6) Given the product [Cl:6][C:7]1[CH:40]=[CH:39][CH:38]=[CH:37][C:8]=1[CH2:9][N:10]1[C:18]2[C:17](=[O:19])[N:16]([CH3:20])[C:15](=[O:21])[N:14]([CH3:22])[C:13]=2[C:12]([CH2:3][N:4]([CH3:41])[CH3:5])=[C:11]1[N:23]1[CH2:28][CH2:27][CH2:26][C@@H:25]([NH:29][C:30](=[O:36])[O:31][C:32]([CH3:34])([CH3:35])[CH3:33])[CH2:24]1, predict the reactants needed to synthesize it. The reactants are: C=O.[CH3:3][NH:4][CH3:5].[Cl:6][C:7]1[CH:40]=[CH:39][CH:38]=[CH:37][C:8]=1[CH2:9][N:10]1[C:18]2[C:17](=[O:19])[N:16]([CH3:20])[C:15](=[O:21])[N:14]([CH3:22])[C:13]=2[CH:12]=[C:11]1[N:23]1[CH2:28][CH2:27][CH2:26][C@@H:25]([NH:29][C:30](=[O:36])[O:31][C:32]([CH3:35])([CH3:34])[CH3:33])[CH2:24]1.[C:41]1(C)C=CC=CC=1. (7) Given the product [Cl:1][C:2]1[CH:10]=[CH:9][C:5]([C:6]([N:15]2[C@@H:16]3[C@@H:21]([C:20]4[CH:22]=[CH:23][CH:24]=[CH:25][C:19]=4[CH2:18][CH2:17]3)[CH2:12][CH2:13][CH2:14]2)=[O:8])=[CH:4][C:3]=1[OH:11], predict the reactants needed to synthesize it. The reactants are: [Cl:1][C:2]1[CH:10]=[CH:9][C:5]([C:6]([OH:8])=O)=[CH:4][C:3]=1[OH:11].[CH2:12]1[C@H:21]2[C@H:16]([CH2:17][CH2:18][C:19]3[CH:25]=[CH:24][CH:23]=[CH:22][C:20]=32)[NH:15][CH2:14][CH2:13]1.F[P-](F)(F)(F)(F)F.N1(OC(N(C)C)=[N+](C)C)C2N=CC=CC=2N=N1.